This data is from Forward reaction prediction with 1.9M reactions from USPTO patents (1976-2016). The task is: Predict the product of the given reaction. (1) Given the reactants [F:1][C:2]1[CH:13]=[CH:12][C:5]([O:6][CH:7]([CH2:10][OH:11])[CH2:8][OH:9])=[CH:4][CH:3]=1.[H-].[Na+].I[CH3:17], predict the reaction product. The product is: [F:1][C:2]1[CH:3]=[CH:4][C:5]([O:6][CH:7]([CH2:10][O:11][CH3:17])[CH2:8][OH:9])=[CH:12][CH:13]=1. (2) Given the reactants [CH:1]([NH:4][CH2:5][C:6]1[CH:11]=[C:10]([O:12][C:13]([F:16])([F:15])[F:14])[CH:9]=[CH:8][C:7]=1[O:17][CH3:18])([CH3:3])[CH3:2].[F:19][C:20]([F:47])([F:46])[C:21]1[CH:22]=[C:23]([CH:39]=[C:40]([C:42]([F:45])([F:44])[F:43])[CH:41]=1)[CH2:24][N:25]1[C:29]([C:30]2[CH:35]=[CH:34][N:33]=[CH:32][CH:31]=2)=[C:28]([C:36](O)=[O:37])[N:27]=[N:26]1.CCN=C=NCCCN(C)C.C1C=NC2N(O)N=NC=2C=1.CCN(C(C)C)C(C)C, predict the reaction product. The product is: [CH:1]([N:4]([CH2:5][C:6]1[CH:11]=[C:10]([O:12][C:13]([F:15])([F:16])[F:14])[CH:9]=[CH:8][C:7]=1[O:17][CH3:18])[C:36]([C:28]1[N:27]=[N:26][N:25]([CH2:24][C:23]2[CH:22]=[C:21]([C:20]([F:46])([F:47])[F:19])[CH:41]=[C:40]([C:42]([F:44])([F:43])[F:45])[CH:39]=2)[C:29]=1[C:30]1[CH:31]=[CH:32][N:33]=[CH:34][CH:35]=1)=[O:37])([CH3:3])[CH3:2]. (3) Given the reactants [Cl:1][C:2]1[CH:7]=[CH:6][CH:5]=[CH:4][C:3]=1[C:8]1[O:9][C:10]2[C:15]([C:16](=[O:18])[CH:17]=1)=[C:14]([O:19][CH3:20])[CH:13]=[C:12]([O:21][CH3:22])[C:11]=2[C@@H:23]1[CH2:28][CH2:27][N:26]([CH3:29])[CH2:25][C@H:24]1[O:30][C:31](=[O:33])[CH3:32].[N:34]#CBr.O, predict the reaction product. The product is: [Cl:1][C:2]1[CH:7]=[CH:6][CH:5]=[CH:4][C:3]=1[C:8]1[O:9][C:10]2[C:15]([C:16](=[O:18])[CH:17]=1)=[C:14]([O:19][CH3:20])[CH:13]=[C:12]([O:21][CH3:22])[C:11]=2[C@@H:23]1[CH2:28][CH2:27][N:26]([C:29]#[N:34])[CH2:25][C@H:24]1[O:30][C:31](=[O:33])[CH3:32]. (4) Given the reactants [CH:1]1[C:12]2[CH:11]=[CH:10][C:9]3[CH:13]=[CH:14][CH:15]=[CH:16][C:8]=3[C:7](=O)[NH:6][C:5]=2[CH:4]=[CH:3][CH:2]=1.[H-].[Al+3].[Li+].[H-].[H-].[H-], predict the reaction product. The product is: [CH:1]1[C:12]2[CH:11]=[CH:10][C:9]3[CH:13]=[CH:14][CH:15]=[CH:16][C:8]=3[CH2:7][NH:6][C:5]=2[CH:4]=[CH:3][CH:2]=1.